From a dataset of Full USPTO retrosynthesis dataset with 1.9M reactions from patents (1976-2016). Predict the reactants needed to synthesize the given product. (1) Given the product [CH3:7][O:6][C:4]([CH2:3][CH:2]([NH:1][C:23]([CH3:25])=[CH:22][C:21]([O:27][CH2:28][CH3:29])=[O:26])[CH2:8][C:9]1[C:10]([Cl:16])=[CH:11][CH:12]=[CH:13][C:14]=1[Cl:15])=[O:5], predict the reactants needed to synthesize it. The reactants are: [NH2:1][CH:2]([CH2:8][C:9]1[C:14]([Cl:15])=[CH:13][CH:12]=[CH:11][C:10]=1[Cl:16])[CH2:3][C:4]([O:6][CH3:7])=[O:5].C(O)(=O)C.[C:21]([O:27][CH2:28][CH3:29])(=[O:26])[CH2:22][C:23]([CH3:25])=O.S([O-])([O-])(=O)=O.[Mg+2]. (2) Given the product [Cl:1][C:2]1[N:3]=[C:4]([NH:19][C:16]2[CH:15]=[C:14]([O:13][CH3:12])[NH:18][N:17]=2)[C:5]([Cl:9])=[C:6]([Cl:8])[N:7]=1, predict the reactants needed to synthesize it. The reactants are: [Cl:1][C:2]1[N:7]=[C:6]([Cl:8])[C:5]([Cl:9])=[C:4](Cl)[N:3]=1.Cl.[CH3:12][O:13][C:14]1[NH:18][N:17]=[C:16]([NH2:19])[CH:15]=1. (3) Given the product [ClH:21].[NH2:5][CH2:4][C:3]([C:15]1[CH:20]=[CH:19][CH:18]=[CH:17][CH:16]=1)=[O:2], predict the reactants needed to synthesize it. The reactants are: [Br-].[O:2]=[C:3]([C:15]1[CH:20]=[CH:19][CH:18]=[CH:17][CH:16]=1)[CH2:4][N+:5]12CN3CN(CN(C3)C1)C2.[ClH:21]. (4) Given the product [S:30](=[O:32])(=[O:31])([O:29][CH2:28][C@H:26]1[CH2:27][C@@H:23]([NH:22][C:17]2[C:16]([C:14]([C:10]3[S:11][C:12]([Cl:13])=[C:8]([CH2:1][C:2]4[CH:7]=[CH:6][CH:5]=[CH:4][CH:3]=4)[CH:9]=3)=[O:15])=[CH:21][N:20]=[CH:19][N:18]=2)[C@@H:24]([F:42])[C@@H:25]1[OH:41])[NH2:33], predict the reactants needed to synthesize it. The reactants are: [CH2:1]([C:8]1[CH:9]=[C:10]([C:14]([C:16]2[C:17]([NH:22][C@@H:23]3[CH2:27][C@H:26]([CH2:28][O:29][S:30]([NH:33]C(=O)OC(C)(C)C)(=[O:32])=[O:31])[C@@H:25]([OH:41])[C@@H:24]3[F:42])=[N:18][CH:19]=[N:20][CH:21]=2)=[O:15])[S:11][C:12]=1[Cl:13])[C:2]1[CH:7]=[CH:6][CH:5]=[CH:4][CH:3]=1.